Task: Predict the product of the given reaction.. Dataset: Forward reaction prediction with 1.9M reactions from USPTO patents (1976-2016) Given the reactants [CH:1]1([N:7]2[C:11]([C:12]([O:14][CH3:15])=[O:13])=[CH:10][C:9]([OH:16])=[N:8]2)[CH2:6][CH2:5][CH2:4][CH2:3][CH2:2]1.[CH2:17](Br)[C:18]1[CH:23]=[CH:22][CH:21]=[CH:20][CH:19]=1.C(=O)([O-])[O-].[K+].[K+].Cl, predict the reaction product. The product is: [CH2:17]([O:16][C:9]1[CH:10]=[C:11]([C:12]([O:14][CH3:15])=[O:13])[N:7]([CH:1]2[CH2:2][CH2:3][CH2:4][CH2:5][CH2:6]2)[N:8]=1)[C:18]1[CH:23]=[CH:22][CH:21]=[CH:20][CH:19]=1.